This data is from Reaction yield outcomes from USPTO patents with 853,638 reactions. The task is: Predict the reaction yield, written as a fraction of the theoretical maximum amount of product (1.0 means a 100% yield; for example, 0.34 means a 34% yield). (1) The reactants are Br[C:2]1[CH:7]=[CH:6][C:5]([S:8]([N:11]2[CH2:15][CH2:14][CH2:13][C@@H:12]2[CH2:16][OH:17])(=[O:10])=[O:9])=[CH:4][CH:3]=1.[NH2:18][C:19]1[CH:20]=[C:21](B(O)O)[CH:22]=[CH:23][CH:24]=1.C(=O)([O-])[O-].[K+].[K+].O. The catalyst is CN(C=O)C.C1C=CC([P]([Pd]([P](C2C=CC=CC=2)(C2C=CC=CC=2)C2C=CC=CC=2)([P](C2C=CC=CC=2)(C2C=CC=CC=2)C2C=CC=CC=2)[P](C2C=CC=CC=2)(C2C=CC=CC=2)C2C=CC=CC=2)(C2C=CC=CC=2)C2C=CC=CC=2)=CC=1. The product is [NH2:18][C:19]1[CH:24]=[C:23]([C:2]2[CH:7]=[CH:6][C:5]([S:8]([N:11]3[CH2:15][CH2:14][CH2:13][C@@H:12]3[CH2:16][OH:17])(=[O:10])=[O:9])=[CH:4][CH:3]=2)[CH:22]=[CH:21][CH:20]=1. The yield is 0.490. (2) The reactants are C[O:2][C:3]1[CH:8]=[CH:7][C:6]([N:9]2[C@@H:13]([C:14]3[CH:19]=[CH:18][CH:17]=[C:16]([C:20]([F:23])([F:22])[F:21])[CH:15]=3)[CH2:12][O:11][C:10]2=[O:24])=[CH:5][CH:4]=1.FC(F)(F)C1C=C([C@H]2COC(=O)N2)C=CC=1.IC1C=CC(OC)=CC=1.B(Br)(Br)Br. The catalyst is C(Cl)Cl. The product is [OH:2][C:3]1[CH:4]=[CH:5][C:6]([N:9]2[C@@H:13]([C:14]3[CH:19]=[CH:18][CH:17]=[C:16]([C:20]([F:23])([F:22])[F:21])[CH:15]=3)[CH2:12][O:11][C:10]2=[O:24])=[CH:7][CH:8]=1. The yield is 0.860.